From a dataset of Forward reaction prediction with 1.9M reactions from USPTO patents (1976-2016). Predict the product of the given reaction. (1) Given the reactants [Br:1][C:2]1[CH:3]=[N:4][C:5](Cl)=[N:6][CH:7]=1.[CH3:9][O-:10].[Na+], predict the reaction product. The product is: [Br:1][C:2]1[CH:3]=[N:4][C:5]([O:10][CH3:9])=[N:6][CH:7]=1. (2) Given the reactants [Cl:1][C:2]1[N:7]=[C:6](Cl)[CH:5]=[C:4]([C:9]([O:11][CH3:12])=[O:10])[N:3]=1.[CH:13]1([NH2:19])[CH2:18][CH2:17][CH2:16][CH2:15][CH2:14]1.C(N(CC)CC)C.O, predict the reaction product. The product is: [Cl:1][C:2]1[N:3]=[C:4]([C:9]([O:11][CH3:12])=[O:10])[CH:5]=[C:6]([NH:19][CH:13]2[CH2:18][CH2:17][CH2:16][CH2:15][CH2:14]2)[N:7]=1. (3) Given the reactants O[CH2:2][C:3]1[N:4]=[C:5]([C:9]2[CH:24]=[CH:23][C:12]([C:13]([NH:15][CH2:16][C:17]3[CH:18]=[N:19][CH:20]=[CH:21][CH:22]=3)=[O:14])=[CH:11][CH:10]=2)[O:6][C:7]=1[CH3:8].CCN(CC)CC.[CH3:32][S:33](Cl)(=[O:35])=[O:34].C([O-])([O-])=O.[K+].[K+].[CH3:43][C:44]1[CH:49]=[CH:48]C(S)=[CH:46][CH:45]=1.OOS([O-])=O.[K+], predict the reaction product. The product is: [CH3:8][C:7]1[O:6][C:5]([C:9]2[CH:24]=[CH:23][C:12]([C:13]([NH:15][CH2:16][C:17]3[CH:18]=[N:19][CH:20]=[CH:21][CH:22]=3)=[O:14])=[CH:11][CH:10]=2)=[N:4][C:3]=1[CH2:2][S:33]([C:32]1[CH:48]=[CH:49][C:44]([CH3:43])=[CH:45][CH:46]=1)(=[O:35])=[O:34]. (4) Given the reactants [Cl:1][C:2]1[CH:3]=[N:4][CH:5]=[C:6]([Cl:20])[C:7]=1[S:8][C:9]1[S:13][C:12]([C:14](Cl)=[O:15])=[CH:11][C:10]=1[N+:17]([O-:19])=[O:18].[N:21]1([CH2:27][CH2:28][CH2:29][NH2:30])[CH2:26][CH2:25][CH2:24][CH2:23][CH2:22]1, predict the reaction product. The product is: [Cl:1][C:2]1[CH:3]=[N:4][CH:5]=[C:6]([Cl:20])[C:7]=1[S:8][C:9]1[S:13][C:12]([C:14]([NH:30][CH2:29][CH2:28][CH2:27][N:21]2[CH2:26][CH2:25][CH2:24][CH2:23][CH2:22]2)=[O:15])=[CH:11][C:10]=1[N+:17]([O-:19])=[O:18]. (5) The product is: [C:26]([C:24]1[CH:23]=[C:22]([C:29]2[CH:30]=[CH:31][C:32]([F:39])=[C:33]([C:34]([O:36][CH3:37])=[O:35])[CH:38]=2)[N:21]=[C:20]2[NH:19][N:18]=[C:17]([C:13]3[CH:12]=[C:11]([CH:16]=[CH:15][CH:14]=3)[C:9]([OH:10])=[O:8])[C:25]=12)(=[O:28])[NH2:27]. Given the reactants C([O:8][C:9]([C:11]1[CH:12]=[C:13]([C:17]2[C:25]3[C:20](=[N:21][C:22]([C:29]4[CH:30]=[CH:31][C:32]([F:39])=[C:33]([CH:38]=4)[C:34]([O:36][CH3:37])=[O:35])=[CH:23][C:24]=3[C:26](=[O:28])[NH2:27])[N:19](C3CCCCO3)[N:18]=2)[CH:14]=[CH:15][CH:16]=1)=[O:10])C1C=CC=CC=1, predict the reaction product.